From a dataset of Full USPTO retrosynthesis dataset with 1.9M reactions from patents (1976-2016). Predict the reactants needed to synthesize the given product. (1) Given the product [C:28]([C:30]1[CH:38]=[CH:37][C:33]([C:34]([NH:27][C@H:24]2[CH2:25][CH2:26][C@H:21]([CH2:20][CH2:19][N:16]3[CH2:17][CH2:18][N:13]([C:8]4[C:7]5[CH2:6][CH2:5][O:4][C:12]=5[CH:11]=[CH:10][N:9]=4)[CH2:14][CH2:15]3)[CH2:22][CH2:23]2)=[O:35])=[CH:32][CH:31]=1)#[N:29], predict the reactants needed to synthesize it. The reactants are: Cl.Cl.Cl.[O:4]1[C:12]2[CH:11]=[CH:10][N:9]=[C:8]([N:13]3[CH2:18][CH2:17][N:16]([CH2:19][CH2:20][C@H:21]4[CH2:26][CH2:25][C@H:24]([NH2:27])[CH2:23][CH2:22]4)[CH2:15][CH2:14]3)[C:7]=2[CH2:6][CH2:5]1.[C:28]([C:30]1[CH:38]=[CH:37][C:33]([C:34](O)=[O:35])=[CH:32][CH:31]=1)#[N:29]. (2) Given the product [C:32]([O:36][C:37](=[O:61])[N:38]([C:39]1[CH:44]=[CH:43][C:42]([N:45]2[CH2:50][CH2:49][O:48][CH2:47][CH2:46]2)=[CH:41][CH:40]=1)[C:51]1[C:52]2[N:53]([N:58]=[CH:59][N:60]=2)[C:54]([C:69]2[CH:70]=[CH:71][C:66]3[C:65](=[O:81])[NH:64][S:63](=[O:62])(=[O:82])[C:67]=3[CH:68]=2)=[CH:55][N:56]=1)([CH3:35])([CH3:34])[CH3:33], predict the reactants needed to synthesize it. The reactants are: CN1CCN(C2C=CC(NC3C4N(N=CN=4)C(C4C=C(C(N)=O)SC=4)=CN=3)=CC=2)CC1.[C:32]([O:36][C:37](=[O:61])[N:38]([C:51]1[C:52]2[N:53]([N:58]=[CH:59][N:60]=2)[C:54](Br)=[CH:55][N:56]=1)[C:39]1[CH:44]=[CH:43][C:42]([N:45]2[CH2:50][CH2:49][O:48][CH2:47][CH2:46]2)=[CH:41][CH:40]=1)([CH3:35])([CH3:34])[CH3:33].[O:62]=[S:63]1(=[O:82])[C:67]2[CH:68]=[C:69](B3OC(C)(C)C(C)(C)O3)[CH:70]=[CH:71][C:66]=2[C:65](=[O:81])[NH:64]1.C([O-])([O-])=O.[Na+].[Na+]. (3) Given the product [F:8][C:6]1[CH:7]=[C:2]2[C:3]([C:9]([CH3:11])([CH3:10])[NH:12][C:25]2=[O:26])=[CH:4][CH:5]=1, predict the reactants needed to synthesize it. The reactants are: Br[C:2]1[CH:7]=[C:6]([F:8])[CH:5]=[CH:4][C:3]=1[C:9]([NH2:12])([CH3:11])[CH3:10].CCN(C(C)C)C(C)C.CN([CH:25]=[O:26])C. (4) Given the product [N:1]1[C:10]2[C:5](=[C:6]([CH2:11][C:12]([NH:15][C:16]3[CH:20]=[CH:19][S:18][C:17]=3[C:21]([NH2:23])=[O:22])=[O:14])[CH:7]=[CH:8][CH:9]=2)[CH:4]=[CH:3][CH:2]=1, predict the reactants needed to synthesize it. The reactants are: [N:1]1[C:10]2[C:5](=[C:6]([CH2:11][C:12]([OH:14])=O)[CH:7]=[CH:8][CH:9]=2)[CH:4]=[CH:3][CH:2]=1.[NH2:15][C:16]1[CH:20]=[CH:19][S:18][C:17]=1[C:21]([NH2:23])=[O:22]. (5) Given the product [O:1]=[C:2]1[CH2:7][CH2:6][CH:5]2[CH:3]1[C@H:4]2[C:8]([OH:10])=[O:9], predict the reactants needed to synthesize it. The reactants are: [O:1]=[C:2]1[CH2:7][CH2:6][CH:5]2[CH:3]1[C@H:4]2[C:8]([O:10]CC)=[O:9].[OH-].[Na+]. (6) Given the product [NH2:25][C:2]1[C:3]2[N:4]([C:8]([C@H:12]3[CH2:17][CH2:16][C@H:15]([CH2:18][OH:19])[CH2:14][CH2:13]3)=[N:9][C:10]=2[I:11])[CH:5]=[CH:6][N:7]=1, predict the reactants needed to synthesize it. The reactants are: Cl[C:2]1[C:3]2[N:4]([C:8]([C@H:12]3[CH2:17][CH2:16][C@H:15]([CH2:18][OH:19])[CH2:14][CH2:13]3)=[N:9][C:10]=2[I:11])[CH:5]=[CH:6][N:7]=1.C1COCC1.[NH3:25]. (7) The reactants are: [C:1]([CH:3]1[CH2:8][CH2:7][N:6]([C:9]([O:11][C:12]([CH3:15])([CH3:14])[CH3:13])=[O:10])[CH2:5][CH2:4]1)#[CH:2].[CH3:16][C:17]1([CH3:24])[C:21]([CH3:23])([CH3:22])[O:20][BH:19][O:18]1.C(N(CC)CC)C. Given the product [CH3:16][C:17]1([CH3:24])[C:21]([CH3:23])([CH3:22])[O:20][B:19](/[CH:2]=[CH:1]/[CH:3]2[CH2:4][CH2:5][N:6]([C:9]([O:11][C:12]([CH3:15])([CH3:14])[CH3:13])=[O:10])[CH2:7][CH2:8]2)[O:18]1, predict the reactants needed to synthesize it. (8) The reactants are: C(=O)([O-])[O-].[Cs+].[Cs+].Br[C:8]1[CH:9]=[N:10][CH:11]=[C:12]([Br:15])[C:13]=1[CH3:14].[CH:16]1(B(O)O)[CH2:18][CH2:17]1.O1CCOCC1. Given the product [Br:15][C:12]1[CH:11]=[N:10][CH:9]=[C:8]([CH:16]2[CH2:18][CH2:17]2)[C:13]=1[CH3:14], predict the reactants needed to synthesize it. (9) Given the product [OH:2][CH2:1][CH2:3][NH:4][S:9]([CH2:8][CH2:7][C:6]([F:5])([C:13]([F:14])([F:15])[F:16])[C:17]([F:18])([F:19])[F:20])(=[O:11])=[O:10], predict the reactants needed to synthesize it. The reactants are: [CH2:1]([CH2:3][NH2:4])[OH:2].[F:5][C:6]([C:17]([F:20])([F:19])[F:18])([C:13]([F:16])([F:15])[F:14])[CH2:7][CH2:8][S:9](Cl)(=[O:11])=[O:10].